Dataset: Reaction yield outcomes from USPTO patents with 853,638 reactions. Task: Predict the reaction yield, written as a fraction of the theoretical maximum amount of product (1.0 means a 100% yield; for example, 0.34 means a 34% yield). The reactants are [Cl:1][C:2]1[CH:7]=[C:6]([Cl:8])[CH:5]=[CH:4][C:3]=1[C:9]1[N:10]=[C:11](/[CH:18]=[CH:19]/[C:20]2[CH:25]=[CH:24][C:23]([O:26][CH3:27])=[CH:22][CH:21]=2)[N:12]([CH2:14][C:15]([OH:17])=O)[CH:13]=1.[CH3:28][O:29][C:30]1[CH:31]=[C:32]([CH:36]=[CH:37][C:38]=1[O:39][CH3:40])[CH2:33][CH2:34][NH2:35]. No catalyst specified. The product is [Cl:1][C:2]1[CH:7]=[C:6]([Cl:8])[CH:5]=[CH:4][C:3]=1[C:9]1[N:10]=[C:11](/[CH:18]=[CH:19]/[C:20]2[CH:25]=[CH:24][C:23]([O:26][CH3:27])=[CH:22][CH:21]=2)[N:12]([CH2:14][C:15]([NH:35][CH2:34][CH2:33][C:32]2[CH:36]=[CH:37][C:38]([O:39][CH3:40])=[C:30]([O:29][CH3:28])[CH:31]=2)=[O:17])[CH:13]=1. The yield is 0.840.